Dataset: HIV replication inhibition screening data with 41,000+ compounds from the AIDS Antiviral Screen. Task: Binary Classification. Given a drug SMILES string, predict its activity (active/inactive) in a high-throughput screening assay against a specified biological target. (1) The molecule is Cc1c(O)c(C)c2c(C)cn(C(=O)C(C)(C)C)c2c1C. The result is 0 (inactive). (2) The molecule is ClCC=CC[N+]12CN3CN(CN(C3)C1)C2. The result is 0 (inactive).